From a dataset of Reaction yield outcomes from USPTO patents with 853,638 reactions. Predict the reaction yield, written as a fraction of the theoretical maximum amount of product (1.0 means a 100% yield; for example, 0.34 means a 34% yield). (1) The reactants are [CH3:1][O:2][C:3](=O)[C:4]([CH3:9])([CH3:8])[CH2:5][O:6]C.[C:11](#[N:13])[CH3:12].[H-].[Na+].Cl. The catalyst is C1(C)C=CC=CC=1. The product is [CH3:1][O:2][CH2:3][C:4]([CH3:9])([CH3:8])[C:5](=[O:6])[CH2:12][C:11]#[N:13]. The yield is 0.910. (2) The reactants are [F:1][C:2]1[CH:3]=[C:4]([C:8]2[S:9][C:10]([N:13]([C:21]([O:23][C:24]([CH3:27])([CH3:26])[CH3:25])=[O:22])[C:14]([O:16][C:17]([CH3:20])([CH3:19])[CH3:18])=[O:15])=[CH:11][N:12]=2)[CH:5]=[N:6][CH:7]=1.[B-](F)(F)(F)[F:29].[B-](F)(F)(F)F.C1[N+]2(CCl)CC[N+](F)(CC2)C1.O. The catalyst is C(#N)C.CN(C=O)C. The product is [F:29][C:11]1[N:12]=[C:8]([C:4]2[CH:5]=[N:6][CH:7]=[C:2]([F:1])[CH:3]=2)[S:9][C:10]=1[N:13]([C:14]([O:16][C:17]([CH3:18])([CH3:19])[CH3:20])=[O:15])[C:21]([O:23][C:24]([CH3:27])([CH3:26])[CH3:25])=[O:22]. The yield is 0.820. (3) The reactants are [N+:1]([C:4]1[C:12]2[O:11][CH:10]([CH2:13][OH:14])[CH2:9][C:8]=2[CH:7]=[CH:6][CH:5]=1)([O-:3])=[O:2].C(N(C(C)C)CC)(C)C.[C:24]1([CH3:34])[CH:29]=[CH:28][C:27]([S:30](Cl)(=[O:32])=[O:31])=[CH:26][CH:25]=1. The catalyst is ClCCl. The product is [CH3:34][C:24]1[CH:29]=[CH:28][C:27]([S:30]([O:14][CH2:13][CH:10]2[CH2:9][C:8]3[CH:7]=[CH:6][CH:5]=[C:4]([N+:1]([O-:3])=[O:2])[C:12]=3[O:11]2)(=[O:32])=[O:31])=[CH:26][CH:25]=1. The yield is 0.940. (4) The reactants are [Cl:1][C:2]1[CH:3]=[C:4]([C:9]2[N:14]=[C:13]([CH3:15])[N:12]=[C:11]([NH2:16])[N:10]=2)[C:5](F)=[N:6][CH:7]=1.[NH2:17][C:18]1[CH:19]=[C:20]([NH:25][S:26]([N:29]([CH3:31])[CH3:30])(=[O:28])=[O:27])[C:21]([Cl:24])=[N:22][CH:23]=1.C[Si]([N-][Si](C)(C)C)(C)C.[Li+]. The catalyst is O1CCCC1.[NH4+].[Cl-]. The product is [NH2:16][C:11]1[N:12]=[C:13]([CH3:15])[N:14]=[C:9]([C:4]2[C:5]([NH:17][C:18]3[CH:19]=[C:20]([NH:25][S:26]([N:29]([CH3:31])[CH3:30])(=[O:27])=[O:28])[C:21]([Cl:24])=[N:22][CH:23]=3)=[N:6][CH:7]=[C:2]([Cl:1])[CH:3]=2)[N:10]=1. The yield is 0.685. (5) The reactants are [NH2:1][C:2]1[C:7]([F:8])=[C:6]([C:9]2[CH:14]=[CH:13][C:12]([Cl:15])=[C:11]([O:16][CH3:17])[C:10]=2[F:18])[N:5]=[C:4]([C:19]([O:21]C)=[O:20])[C:3]=1[O:23][CH3:24].[OH-].[Na+].Cl. The catalyst is CO. The product is [NH2:1][C:2]1[C:7]([F:8])=[C:6]([C:9]2[CH:14]=[CH:13][C:12]([Cl:15])=[C:11]([O:16][CH3:17])[C:10]=2[F:18])[N:5]=[C:4]([C:19]([OH:21])=[O:20])[C:3]=1[O:23][CH3:24]. The yield is 0.900.